From a dataset of Full USPTO retrosynthesis dataset with 1.9M reactions from patents (1976-2016). Predict the reactants needed to synthesize the given product. (1) Given the product [Br:1][C:2]1[CH:3]=[C:4]([CH:5]([OH:6])[CH2:13][C:12]#[N:14])[CH:7]=[CH:8][C:9]=1[O:10][CH3:11], predict the reactants needed to synthesize it. The reactants are: [Br:1][C:2]1[CH:3]=[C:4]([CH:7]=[CH:8][C:9]=1[O:10][CH3:11])[CH:5]=[O:6].[C:12](#[N:14])[CH3:13]. (2) Given the product [Br:1][C:2]1[S:3][C:4]2[C:10]([O:11][S:29]([C:28]([F:41])([F:40])[F:27])(=[O:31])=[O:30])=[C:9]([CH:12]([OH:18])[C:13]([O:15][CH2:16][CH3:17])=[O:14])[C:8]([CH3:19])=[CH:7][C:5]=2[N:6]=1, predict the reactants needed to synthesize it. The reactants are: [Br:1][C:2]1[S:3][C:4]2[C:10]([OH:11])=[C:9]([CH:12]([OH:18])[C:13]([O:15][CH2:16][CH3:17])=[O:14])[C:8]([CH3:19])=[CH:7][C:5]=2[N:6]=1.C(N(CC)CC)C.[F:27][C:28]([F:41])([F:40])[S:29](O[S:29]([C:28]([F:41])([F:40])[F:27])(=[O:31])=[O:30])(=[O:31])=[O:30].[NH4+].[Cl-].